This data is from Forward reaction prediction with 1.9M reactions from USPTO patents (1976-2016). The task is: Predict the product of the given reaction. (1) Given the reactants [O:1]1[CH2:6][CH2:5][CH:4]([NH2:7])[CH2:3][CH2:2]1.[Si:8]([O:15][CH2:16][C@@H:17]([N:26]1[CH:31]=[CH:30][C:29]([C:32]2[CH:37]=[CH:36][N:35]=[C:34](S(C)(=O)=O)[N:33]=2)=[CH:28][C:27]1=[O:42])[C:18]1[CH:23]=[CH:22][C:21]([F:24])=[C:20]([Cl:25])[CH:19]=1)([C:11]([CH3:14])([CH3:13])[CH3:12])([CH3:10])[CH3:9].[Si](OC[C@@H](N1C=CC(C2C=CN=C(S(C)(=O)=O)N=2)=CC1=O)C1C=CC(Cl)=C([F:60])C=1)(C(C)(C)C)(C)C, predict the reaction product. The product is: [Si:8]([O:15][CH2:16][C@@H:17]([N:26]1[CH:31]=[CH:30][C:29]([C:32]2[CH:37]=[CH:36][N:35]=[C:34]([NH:7][C@@H:4]3[CH2:5][CH2:6][O:1][CH2:2][C@H:3]3[F:60])[N:33]=2)=[CH:28][C:27]1=[O:42])[C:18]1[CH:23]=[CH:22][C:21]([F:24])=[C:20]([Cl:25])[CH:19]=1)([C:11]([CH3:14])([CH3:13])[CH3:12])([CH3:10])[CH3:9]. (2) Given the reactants [CH3:1][O:2][C:3](=[O:16])[CH:4]=[C:5]([C:10]1[CH:15]=[CH:14][CH:13]=[CH:12][CH:11]=1)[C:6]([F:9])([F:8])[F:7].[H][H], predict the reaction product. The product is: [F:7][C:6]([F:8])([F:9])[CH:5]([C:10]1[CH:15]=[CH:14][CH:13]=[CH:12][CH:11]=1)[CH2:4][C:3]([O:2][CH3:1])=[O:16]. (3) Given the reactants [CH3:1][C:2]([CH3:4])=[O:3].C([O-])C.[Na+].C([O:11][C:12]([C:14]1[CH:19]=[CH:18][CH:17]=[CH:16][N:15]=1)=O)C, predict the reaction product. The product is: [N:15]1[CH:16]=[CH:17][CH:18]=[CH:19][C:14]=1[C:12](=[O:11])[CH2:1][C:2](=[O:3])[CH3:4]. (4) Given the reactants [NH:1]1CCN[CH2:3][CH2:2]1.[CH:7]1([CH2:13][N:14]2[CH2:19][CH2:18][NH:17][CH2:16][CH2:15]2)[CH2:12][CH2:11][CH2:10][CH2:9][CH2:8]1.BrCC#N, predict the reaction product. The product is: [CH:7]1([CH2:13][N:14]2[CH2:15][CH2:16][N:17]([CH2:3][C:2]#[N:1])[CH2:18][CH2:19]2)[CH2:8][CH2:9][CH2:10][CH2:11][CH2:12]1.